Dataset: Forward reaction prediction with 1.9M reactions from USPTO patents (1976-2016). Task: Predict the product of the given reaction. (1) The product is: [F:50][CH:49]([F:51])[O:48][C:39]1[CH:40]=[CH:41][C:42]2[C:47](=[CH:46][CH:45]=[CH:44][CH:43]=2)[C:38]=1[CH2:37][N:15]1[C:14](=[O:29])[C@@H:13]([NH:12][C:11](=[O:30])[C@@H:10]([N:2]([CH3:1])[C:3](=[O:9])[O:4][C:5]([CH3:8])([CH3:6])[CH3:7])[CH3:31])[C:19]2([CH2:20][CH2:21][O:22][CH2:23][CH2:24]2)[O:18][C:17]2[CH:25]=[CH:26][CH:27]=[CH:28][C:16]1=2.[F:50][CH:49]([F:51])[O:48][C:39]1[CH:40]=[CH:41][C:42]2[C:47](=[CH:46][CH:45]=[CH:44][CH:43]=2)[C:38]=1[CH2:37][N:15]1[C:14](=[O:29])[C@H:13]([NH:12][C:11](=[O:30])[C@@H:10]([N:2]([CH3:1])[C:3](=[O:9])[O:4][C:5]([CH3:8])([CH3:6])[CH3:7])[CH3:31])[C:19]2([CH2:20][CH2:21][O:22][CH2:23][CH2:24]2)[O:18][C:17]2[CH:25]=[CH:26][CH:27]=[CH:28][C:16]1=2. Given the reactants [CH3:1][N:2]([C@@H:10]([CH3:31])[C:11](=[O:30])[NH:12][CH:13]1[C:19]2([CH2:24][CH2:23][O:22][CH2:21][CH2:20]2)[O:18][C:17]2[CH:25]=[CH:26][CH:27]=[CH:28][C:16]=2[NH:15][C:14]1=[O:29])[C:3](=[O:9])[O:4][C:5]([CH3:8])([CH3:7])[CH3:6].CS(O[CH2:37][C:38]1[C:47]2[C:42](=[CH:43][CH:44]=[CH:45][CH:46]=2)[CH:41]=[CH:40][C:39]=1[O:48][CH:49]([F:51])[F:50])(=O)=O.C([O-])([O-])=O.[Cs+].[Cs+], predict the reaction product. (2) The product is: [C:1]([C:5]1[CH:6]=[C:7]([C:16]2[N:20]([CH2:21][CH:22]3[CH2:23][CH2:24][CH2:25][CH2:26][CH2:27]3)[N:19]=[C:18]([C:28]([O:30][CH3:31])=[O:29])[N:17]=2)[CH:8]=[C:9]([CH3:15])[C:10]=1[OH:11])([CH3:4])([CH3:2])[CH3:3]. Given the reactants [C:1]([C:5]1[CH:6]=[C:7]([C:16]2[N:20]([CH2:21][CH:22]3[CH2:27][CH2:26][CH2:25][CH2:24][CH2:23]3)[N:19]=[C:18]([C:28]([O:30][CH3:31])=[O:29])[N:17]=2)[CH:8]=[C:9]([CH3:15])[C:10]=1[O:11]COC)([CH3:4])([CH3:3])[CH3:2].Cl, predict the reaction product. (3) The product is: [F:29][C:30]1[CH:37]=[CH:36][C:33]([CH2:34][N:6]2[C:2]([CH3:1])([C:21]3[CH:26]=[CH:25][CH:24]=[CH:23][CH:22]=3)[C:3](=[O:20])[N:4]([C:8]([C:10]3[C:19]4[C:14](=[CH:15][CH:16]=[CH:17][CH:18]=4)[CH:13]=[CH:12][CH:11]=3)=[O:9])[C:5]2=[O:7])=[CH:32][CH:31]=1. Given the reactants [CH3:1][C:2]1([C:21]2[CH:26]=[CH:25][CH:24]=[CH:23][CH:22]=2)[NH:6][C:5](=[O:7])[N:4]([C:8]([C:10]2[C:19]3[C:14](=[CH:15][CH:16]=[CH:17][CH:18]=3)[CH:13]=[CH:12][CH:11]=2)=[O:9])[C:3]1=[O:20].[H-].[Na+].[F:29][C:30]1[CH:37]=[CH:36][C:33]([CH2:34]Br)=[CH:32][CH:31]=1.C(OCC)(=O)C, predict the reaction product. (4) Given the reactants [C:1]([O:5][C:6]([NH:8][C@H:9]([C:20]([O:22][CH3:23])=[O:21])[CH2:10][C@H:11]([CH2:16][CH2:17][CH2:18][OH:19])[C:12]([O:14][CH3:15])=[O:13])=[O:7])([CH3:4])([CH3:3])[CH3:2].C(N(CC)CC)C.[CH3:31][S:32](Cl)(=[O:34])=[O:33], predict the reaction product. The product is: [C:1]([O:5][C:6]([NH:8][C@H:9]([C:20]([O:22][CH3:23])=[O:21])[CH2:10][C@H:11]([CH2:16][CH2:17][CH2:18][O:19][S:32]([CH3:31])(=[O:34])=[O:33])[C:12]([O:14][CH3:15])=[O:13])=[O:7])([CH3:3])([CH3:4])[CH3:2]. (5) Given the reactants [Cl:1][C:2]1[CH:7]=[C:6]([C:8]2[O:9][C:10]([CH3:13])=[CH:11][CH:12]=2)[CH:5]=[CH:4][C:3]=1[S:14]([NH:17][C:18]1[CH:19]=[C:20]([NH:26][C:27](=[O:39])[C@@H:28]([N:30](C)[C:31](=O)OC(C)(C)C)[CH3:29])[CH:21]=[CH:22][C:23]=1[O:24][CH3:25])(=[O:16])=[O:15].Cl, predict the reaction product. The product is: [ClH:1].[Cl:1][C:2]1[CH:7]=[C:6]([C:8]2[O:9][C:10]([CH3:13])=[CH:11][CH:12]=2)[CH:5]=[CH:4][C:3]=1[S:14]([NH:17][C:18]1[CH:19]=[C:20]([NH:26][C:27](=[O:39])[C@H:28]([CH3:29])[NH:30][CH3:31])[CH:21]=[CH:22][C:23]=1[O:24][CH3:25])(=[O:15])=[O:16]. (6) Given the reactants [F:1][C:2]([F:43])([F:42])[C:3]([NH:5][C:6]1([C:11]2[CH:16]=[CH:15][C:14]([C:17]3[C:26]([C:27]4[CH:32]=[CH:31][CH:30]=[CH:29][CH:28]=4)=[CH:25][C:24]4[C:23]5=[N:33][N:34]=[C:35]([C:36]6[N:41]=[CH:40][CH:39]=[CH:38][N:37]=6)[N:22]5[CH:21]=[CH:20][C:19]=4[N:18]=3)=[CH:13][CH:12]=2)[CH2:9][C:8](=[CH2:10])[CH2:7]1)=[O:4], predict the reaction product. The product is: [F:43][C:2]([F:1])([F:42])[C:3]([NH:5][C:6]1([C:11]2[CH:12]=[CH:13][C:14]([C:17]3[C:26]([C:27]4[CH:32]=[CH:31][CH:30]=[CH:29][CH:28]=4)=[CH:25][C:24]4[C:23]5=[N:33][N:34]=[C:35]([C:36]6[N:41]=[CH:40][CH:39]=[CH:38][N:37]=6)[N:22]5[CH:21]=[CH:20][C:19]=4[N:18]=3)=[CH:15][CH:16]=2)[CH2:9][CH:8]([CH3:10])[CH2:7]1)=[O:4]. (7) Given the reactants [C:1]([N:5]1[C:13]2[CH2:12][CH2:11][C:10]([CH3:18])([C:14]([O:16]C)=[O:15])[CH2:9][C:8]=2[C:7]([C:19]2[CH:24]=[CH:23][N:22]=[CH:21][CH:20]=2)=[N:6]1)([CH3:4])([CH3:3])[CH3:2].[Li+].[OH-], predict the reaction product. The product is: [C:1]([N:5]1[C:13]2[CH2:12][CH2:11][C:10]([CH3:18])([C:14]([OH:16])=[O:15])[CH2:9][C:8]=2[C:7]([C:19]2[CH:20]=[CH:21][N:22]=[CH:23][CH:24]=2)=[N:6]1)([CH3:2])([CH3:3])[CH3:4].